The task is: Predict the product of the given reaction.. This data is from Forward reaction prediction with 1.9M reactions from USPTO patents (1976-2016). (1) Given the reactants [Cl:1][C:2]1[CH:3]=[C:4]2[C:9](=[CH:10][CH:11]=1)[NH:8][C:7](=[O:12])[C:6]([CH:13]=O)=[CH:5]2.[NH2:15][C:16]1[CH:23]=[CH:22][C:19]([C:20]#[N:21])=[CH:18][CH:17]=1.CC(N(C)C)=O.C(O[BH-](OC(=O)C)OC(=O)C)(=O)C.[Na+], predict the reaction product. The product is: [Cl:1][C:2]1[CH:3]=[C:4]2[C:9](=[CH:10][CH:11]=1)[NH:8][C:7](=[O:12])[C:6]([CH2:13][NH:15][C:16]1[CH:23]=[CH:22][C:19]([C:20]#[N:21])=[CH:18][CH:17]=1)=[CH:5]2. (2) The product is: [F:27][C:2]([F:1])([F:26])[C:3]1[CH:8]=[CH:7][C:6]([C:9]2[C:13]3[CH:14]=[CH:15][C:16]([C:38]#[C:37][CH2:36][CH2:35][CH2:34][OH:39])=[CH:17][C:12]=3[S:11][N:10]=2)=[CH:5][CH:4]=1. Given the reactants [F:1][C:2]([F:27])([F:26])[C:3]1[CH:8]=[CH:7][C:6]([C:9]2[C:13]3[CH:14]=[CH:15][C:16](OS(C(F)(F)F)(=O)=O)=[CH:17][C:12]=3[S:11][N:10]=2)=[CH:5][CH:4]=1.N1CCCCC1.[CH2:34]([OH:39])[CH2:35][CH2:36][C:37]#[CH:38].Cl, predict the reaction product. (3) The product is: [CH3:1][S:2]([O:16][CH2:15][CH2:14][CH:13]([NH:17][C:18]([O:19][C:20]([CH3:21])([CH3:23])[CH3:22])=[O:24])[C:10]1[CH:11]=[CH:12][C:7]([Cl:6])=[CH:8][CH:9]=1)(=[O:4])=[O:3]. Given the reactants [CH3:1][S:2](Cl)(=[O:4])=[O:3].[Cl:6][C:7]1[CH:12]=[CH:11][C:10]([CH:13]([NH:17][C:18](=[O:24])[O:19][C:20]([CH3:23])([CH3:22])[CH3:21])[CH2:14][CH2:15][OH:16])=[CH:9][CH:8]=1.C(N(CC)CC)C, predict the reaction product. (4) Given the reactants Br[C:2]1[C:3](Cl)=[N:4][CH:5]=[N:6][CH:7]=1.[OH:9][CH2:10][CH:11]1[CH2:16][CH2:15][N:14]([C:17]([O:19]C(C)(C)C)=O)[CH2:13][CH2:12]1.[O:24]([C:31]1[CH:36]=[CH:35][C:34](B(O)O)=[CH:33][CH:32]=1)[C:25]1[CH:30]=[CH:29][CH:28]=[CH:27][CH:26]=1.[C:40](Cl)(=O)[CH:41]=C, predict the reaction product. The product is: [O:24]([C:31]1[CH:36]=[CH:35][C:34]([C:2]2[C:3]([O:9][CH2:10][CH:11]3[CH2:12][CH2:13][N:14]([C:17](=[O:19])[CH:40]=[CH2:41])[CH2:15][CH2:16]3)=[N:4][CH:5]=[N:6][CH:7]=2)=[CH:33][CH:32]=1)[C:25]1[CH:30]=[CH:29][CH:28]=[CH:27][CH:26]=1. (5) Given the reactants [C:1]([O:5][C:6]([NH:8][CH2:9][C:10]([OH:12])=O)=[O:7])([CH3:4])([CH3:3])[CH3:2].Cl.C(N=C=NCCCN(C)C)C.[CH:25]1[C:35]2[CH:34]=[CH:33][C:32]3[CH:36]=[CH:37][CH:38]=[CH:39][C:31]=3[C:30](=[CH:40][CH2:41][CH2:42][NH:43][CH3:44])[C:29]=2[CH:28]=[CH:27][CH:26]=1.C(N(CC)CC)C.C(=O)([O-])O.[Na+], predict the reaction product. The product is: [CH:25]1[C:35]2[CH:34]=[CH:33][C:32]3[CH:36]=[CH:37][CH:38]=[CH:39][C:31]=3[C:30](=[CH:40][CH2:41][CH2:42][N:43]([CH3:44])[C:10](=[O:12])[CH2:9][NH:8][C:6](=[O:7])[O:5][C:1]([CH3:2])([CH3:3])[CH3:4])[C:29]=2[CH:28]=[CH:27][CH:26]=1.